This data is from Full USPTO retrosynthesis dataset with 1.9M reactions from patents (1976-2016). The task is: Predict the reactants needed to synthesize the given product. (1) Given the product [CH:6]1([N:1]([OH:9])[C:17](=[O:18])[C:16]2[CH:20]=[CH:21][C:13]([O:12][CH3:11])=[CH:14][C:15]=2[OH:22])[CH2:5][CH2:4][CH2:3][CH2:2]1, predict the reactants needed to synthesize it. The reactants are: [N:1]1[CH:6]=[CH:5][CH:4]=[CH:3][CH:2]=1.C(Cl)(=[O:9])C.[CH3:11][O:12][C:13]1[CH:14]=[C:15]([OH:22])[C:16](=[CH:20][CH:21]=1)[C:17](O)=[O:18].Cl.C(Cl)(=O)C(Cl)=O.C(=O)([O-])[O-].[Na+].[Na+]. (2) Given the product [F:7][C:8]1[CH:9]=[C:10]([NH:20][C:21]2[N:38]=[C:24]3[CH:25]([C:31]4[CH:36]=[CH:35][C:34]([F:37])=[CH:33][CH:32]=4)[CH2:26][C:27](=[O:2])[CH2:28][CH2:29][N:23]3[N:22]=2)[CH:11]=[CH:12][C:13]=1[N:14]1[C:18]([CH3:19])=[N:17][CH:16]=[N:15]1, predict the reactants needed to synthesize it. The reactants are: I([O-])(=O)(=O)=[O:2].[Na+].[F:7][C:8]1[CH:9]=[C:10]([NH:20][C:21]2[N:38]=[C:24]3[CH:25]([C:31]4[CH:36]=[CH:35][C:34]([F:37])=[CH:33][CH:32]=4)[CH2:26][C:27](=C)[CH2:28][CH2:29][N:23]3[N:22]=2)[CH:11]=[CH:12][C:13]=1[N:14]1[C:18]([CH3:19])=[N:17][CH:16]=[N:15]1.